This data is from Forward reaction prediction with 1.9M reactions from USPTO patents (1976-2016). The task is: Predict the product of the given reaction. (1) Given the reactants [Mg].[F:2][C:3]1[CH:4]=[C:5](Br)[CH:6]=[CH:7][CH:8]=1.[CH2:10]([CH:17]1[CH2:22][CH2:21][C:20](=[O:23])[CH2:19][CH2:18]1)[CH2:11][CH2:12][CH2:13][CH2:14][CH2:15][CH3:16].Cl, predict the reaction product. The product is: [CH2:10]([CH:17]1[CH2:18][CH2:19][C:20]([C:5]2[CH:6]=[CH:7][CH:8]=[C:3]([F:2])[CH:4]=2)([OH:23])[CH2:21][CH2:22]1)[CH2:11][CH2:12][CH2:13][CH2:14][CH2:15][CH3:16]. (2) Given the reactants [Cl:1][C:2]1[CH:10]=[C:6]([C:7]([OH:9])=[O:8])[C:5]([NH2:11])=[CH:4][CH:3]=1.[N+](=[CH2:14])=[N-], predict the reaction product. The product is: [CH3:14][O:8][C:7](=[O:9])[C:6]1[C:5](=[CH:4][CH:3]=[C:2]([Cl:1])[CH:10]=1)[NH2:11]. (3) Given the reactants [Cl:1][C:2]1[CH:7]=[CH:6][C:5]([C:8]2([CH:12]([NH2:17])[CH2:13][CH:14]([CH3:16])[CH3:15])[CH2:11][CH2:10][CH2:9]2)=[CH:4][CH:3]=1.[C:18]([O:22][CH2:23][CH3:24])(=[O:21])[CH:19]=O.C(O[BH-](OC(=O)C)OC(=O)C)(=O)C.[Na+].C(=O)(O)[O-].[Na+], predict the reaction product. The product is: [Cl:1][C:2]1[CH:3]=[CH:4][C:5]([C:8]2([CH:12]([NH:17][CH2:19][C:18]([O:22][CH2:23][CH3:24])=[O:21])[CH2:13][CH:14]([CH3:15])[CH3:16])[CH2:11][CH2:10][CH2:9]2)=[CH:6][CH:7]=1. (4) Given the reactants C([O:3][C:4](=O)/[C:5](/[C:12]1[CH:17]=[CH:16][C:15]([S:18]([CH3:21])(=[O:20])=[O:19])=[CH:14][CH:13]=1)=[CH:6]/[CH2:7][C:8]([CH3:11])([CH3:10])[CH3:9])C.CC(C[AlH]CC(C)C)C.C1(C)C=CC=CC=1, predict the reaction product. The product is: [CH3:21][S:18]([C:15]1[CH:16]=[CH:17][C:12](/[C:5](=[CH:6]\[CH2:7][C:8]([CH3:11])([CH3:10])[CH3:9])/[CH2:4][OH:3])=[CH:13][CH:14]=1)(=[O:19])=[O:20]. (5) Given the reactants [NH:1]1[C:9]2[C:4](=[CH:5][C:6]([O:10][C:11]3[CH:18]=[CH:17][C:16]([F:19])=[CH:15][C:12]=3[C:13]#[N:14])=[CH:7][CH:8]=2)[CH:3]=[N:2]1.[H-].[Na+].Br[CH2:23][CH:24]([O:27][CH3:28])[O:25][CH3:26], predict the reaction product. The product is: [CH3:26][O:25][CH:24]([O:27][CH3:28])[CH2:23][N:1]1[C:9]2[C:4](=[CH:5][C:6]([O:10][C:11]3[CH:18]=[CH:17][C:16]([F:19])=[CH:15][C:12]=3[C:13]#[N:14])=[CH:7][CH:8]=2)[CH:3]=[N:2]1. (6) Given the reactants [CH3:1][C:2]([C:4]1[CH:5]=[CH:6][C:7]([OH:11])=[CH:8][C:9]=1[OH:10])=[O:3].Br[CH2:13][CH2:14][CH2:15][CH2:16][CH2:17][CH2:18][CH2:19][CH3:20], predict the reaction product. The product is: [OH:10][C:9]1[CH:8]=[C:7]([O:11][CH2:13][CH2:14][CH2:15][CH2:16][CH2:17][CH2:18][CH2:19][CH3:20])[CH:6]=[CH:5][C:4]=1[C:2](=[O:3])[CH3:1]. (7) Given the reactants [NH2:1][C:2]1[C:7]([C:8]([C:10]2[C:15]([C:16]([F:19])([F:18])[F:17])=[CH:14][CH:13]=[C:12](Cl)[N:11]=2)=[O:9])=[CH:6][CH:5]=[CH:4][N:3]=1.C(=O)([O-])[O-].[K+].[K+].[CH2:27]([C@H:31]1[CH2:36][NH:35][CH2:34][CH2:33][N:32]1C(OC(C)(C)C)=O)[CH:28]([CH3:30])[CH3:29], predict the reaction product. The product is: [NH2:1][C:2]1[C:7]([C:8]([C:10]2[C:15]([C:16]([F:19])([F:18])[F:17])=[CH:14][CH:13]=[C:12]([N:35]3[CH2:34][CH2:33][NH:32][C@@H:31]([CH2:27][CH:28]([CH3:30])[CH3:29])[CH2:36]3)[N:11]=2)=[O:9])=[CH:6][CH:5]=[CH:4][N:3]=1.